This data is from Reaction yield outcomes from USPTO patents with 853,638 reactions. The task is: Predict the reaction yield, written as a fraction of the theoretical maximum amount of product (1.0 means a 100% yield; for example, 0.34 means a 34% yield). (1) The reactants are [Br:1][C:2]1[CH:8]=[C:7]([OH:9])[C:6]([Br:10])=[CH:5][C:3]=1[OH:4].[N+]([O-])([O-])=O.[NH4+].[Ce]. The catalyst is C(#N)C.O. The product is [Br:1][C:2]1[C:3](=[O:4])[CH:5]=[C:6]([Br:10])[C:7](=[O:9])[CH:8]=1. The yield is 0.710. (2) The reactants are [Br:1][C:2]1[CH:3]=[C:4]([CH:7]=[CH:8][C:9]=1[F:10])C=O.[CH:11]([O:18][CH2:19][CH3:20])([O:15][CH2:16][CH3:17])OCC.[Br-].[Br-].[Br-].C([N+](CCCC)(CCCC)CCCC)CCC.C([N+](CCCC)(CCCC)CCCC)CCC.C([N+](CCCC)(CCCC)CCCC)CCC.C([O-])(O)=O.[Na+]. The catalyst is C(O)C. The product is [Br:1][C:2]1[CH:3]=[C:4]([CH:11]([O:15][CH2:16][CH3:17])[O:18][CH2:19][CH3:20])[CH:7]=[CH:8][C:9]=1[F:10]. The yield is 0.740. (3) The yield is 0.450. The reactants are [CH2:1]([C:5]1[N:6]=[C:7]([CH3:27])[NH:8][C:9](=[O:26])[C:10]=1[CH2:11][C:12]1[CH:17]=[CH:16][C:15]([C:18]2[C:19]([C:24]#[N:25])=[CH:20][CH:21]=[CH:22][CH:23]=2)=[CH:14][CH:13]=1)[CH2:2][CH2:3][CH3:4].[H-].[Na+].CN(C)C=O.[Cl:35][C:36]1[S:37][C:38]([CH2:41]Cl)=[CH:39][CH:40]=1. The catalyst is C(OCC)(=O)C. The product is [CH2:1]([C:5]1[N:6]=[C:7]([CH3:27])[N:8]([CH2:41][C:38]2[S:37][C:36]([Cl:35])=[CH:40][CH:39]=2)[C:9](=[O:26])[C:10]=1[CH2:11][C:12]1[CH:17]=[CH:16][C:15]([C:18]2[C:19]([C:24]#[N:25])=[CH:20][CH:21]=[CH:22][CH:23]=2)=[CH:14][CH:13]=1)[CH2:2][CH2:3][CH3:4]. (4) The reactants are [S:1]1[C:5]2[CH:6]=[CH:7][CH:8]=[CH:9][C:4]=2[N:3]=[C:2]1[CH2:10][NH2:11].[CH2:12]([O:19][C:20]1[CH:25]=[CH:24][N:23]([C:26]2[S:27][C:28]([C:32](O)=[O:33])=[C:29]([CH3:31])[N:30]=2)[C:22](=[O:35])[CH:21]=1)[C:13]1[CH:18]=[CH:17][CH:16]=[CH:15][CH:14]=1. No catalyst specified. The product is [S:1]1[C:5]2[CH:6]=[CH:7][CH:8]=[CH:9][C:4]=2[N:3]=[C:2]1[CH2:10][NH:11][C:32]([C:28]1[S:27][C:26]([N:23]2[CH:24]=[CH:25][C:20]([O:19][CH2:12][C:13]3[CH:18]=[CH:17][CH:16]=[CH:15][CH:14]=3)=[CH:21][C:22]2=[O:35])=[N:30][C:29]=1[CH3:31])=[O:33]. The yield is 0.690. (5) The reactants are Br[C:2]1[CH:11]=[N:10][C:9]2[C:8]([N:12]3[CH2:17][CH2:16][O:15][CH2:14][CH2:13]3)=[N:7][C:6]([Cl:18])=[N:5][C:4]=2[CH:3]=1.[CH:19]([C:21]1[O:25][C:24](B(O)O)=[CH:23][CH:22]=1)=[O:20].C(=O)([O-])[O-].[Na+].[Na+].C1(C)C=CC=CC=1. The catalyst is Cl[Pd](Cl)([P](C1C=CC=CC=1)(C1C=CC=CC=1)C1C=CC=CC=1)[P](C1C=CC=CC=1)(C1C=CC=CC=1)C1C=CC=CC=1.O.C(O)C. The product is [Cl:18][C:6]1[N:7]=[C:8]([N:12]2[CH2:17][CH2:16][O:15][CH2:14][CH2:13]2)[C:9]2[N:10]=[CH:11][C:2]([C:24]3[O:25][C:21]([CH:19]=[O:20])=[CH:22][CH:23]=3)=[CH:3][C:4]=2[N:5]=1. The yield is 0.720. (6) The reactants are Br[C:2]1[CH:7]=[CH:6][C:5]([NH2:8])=[C:4]([N+:9]([O-:11])=[O:10])[CH:3]=1.[F:12][C:13]1[CH:18]=[CH:17][CH:16]=[CH:15][C:14]=1B(O)O.C([O-])(O)=O.[Na+]. The catalyst is O1CCOCC1.O.C1C=CC([P]([Pd]([P](C2C=CC=CC=2)(C2C=CC=CC=2)C2C=CC=CC=2)([P](C2C=CC=CC=2)(C2C=CC=CC=2)C2C=CC=CC=2)[P](C2C=CC=CC=2)(C2C=CC=CC=2)C2C=CC=CC=2)(C2C=CC=CC=2)C2C=CC=CC=2)=CC=1. The product is [F:12][C:13]1[CH:18]=[CH:17][CH:16]=[CH:15][C:14]=1[C:2]1[CH:7]=[CH:6][C:5]([NH2:8])=[C:4]([N+:9]([O-:11])=[O:10])[CH:3]=1. The yield is 0.780.